This data is from Full USPTO retrosynthesis dataset with 1.9M reactions from patents (1976-2016). The task is: Predict the reactants needed to synthesize the given product. (1) Given the product [C:22]([O:26][C:27](=[O:36])[NH:28][C:29]1[CH:30]=[CH:31][CH:32]=[C:33]([N:8]2[CH:9]=[C:10]([C:12]3[CH:17]=[CH:16][C:15]([Cl:18])=[CH:14][C:13]=3[Cl:19])[N:11]=[C:7]2[CH2:6][C:5]2[CH:20]=[CH:21][C:2]([Br:1])=[CH:3][CH:4]=2)[CH:34]=1)([CH3:25])([CH3:23])[CH3:24], predict the reactants needed to synthesize it. The reactants are: [Br:1][C:2]1[CH:21]=[CH:20][C:5]([CH2:6][C:7]2[NH:8][CH:9]=[C:10]([C:12]3[CH:17]=[CH:16][C:15]([Cl:18])=[CH:14][C:13]=3[Cl:19])[N:11]=2)=[CH:4][CH:3]=1.[C:22]([O:26][C:27](=[O:36])[NH:28][C:29]1[CH:34]=[CH:33][CH:32]=[C:31](I)[CH:30]=1)([CH3:25])([CH3:24])[CH3:23]. (2) Given the product [CH3:10][CH:8]([CH2:7][CH2:6][CH2:5][C@H:4]([C@@H:3]1[C@:12]2([CH3:28])[C@H:25]([C@H:24]3[C@H:15]([CH2:14][CH2:13]2)[C@:16]2([CH3:27])[C:21]([CH2:20][CH2:19][CH2:18][CH2:17]2)=[CH:22][CH2:23]3)[CH2:26][C:2]1=[O:1])[CH3:11])[CH3:9], predict the reactants needed to synthesize it. The reactants are: [OH:1][C@H:2]1[CH2:26][C@@H:25]2[C@:12]([CH3:28])([CH2:13][CH2:14][C@H:15]3[C@H:24]2[CH2:23][CH:22]=[C:21]2[C@:16]3([CH3:27])[CH2:17][CH2:18][CH2:19][CH2:20]2)[C@H:3]1[C@H:4]([CH3:11])[CH2:5][CH2:6][CH2:7][CH:8]([CH3:10])[CH3:9].O.O.O.C([O-])(=O)C.[Na+].CO. (3) Given the product [C:17]1([C:14]2[CH:13]=[C:12]([CH2:8][CH2:9][C:10]#[C:11][C:2]3[CH:7]=[CH:6][CH:5]=[CH:4][N:3]=3)[O:16][N:15]=2)[CH:18]=[CH:19][CH:20]=[CH:21][CH:22]=1, predict the reactants needed to synthesize it. The reactants are: I[C:2]1[CH:7]=[CH:6][CH:5]=[CH:4][N:3]=1.[CH2:8]([C:12]1[O:16][N:15]=[C:14]([C:17]2[CH:22]=[CH:21][CH:20]=[CH:19][CH:18]=2)[CH:13]=1)[CH2:9][C:10]#[CH:11]. (4) Given the product [C:1]([NH:65][CH2:64][CH2:63][N:54]1[C:55]2[N:56]=[CH:57][N:58]([CH3:62])[C:59]=2[C:60](=[O:61])[N:51]([CH2:50][CH2:49][CH2:48][CH2:47][C@H:46]([OH:45])[CH3:66])[C:52]1=[O:53])(=[O:15])[CH2:2][CH2:3][CH2:4][CH2:5][C@H:6]1[C@@H:14]2[C@@H:9]([NH:10][C:11]([NH:13]2)=[O:12])[CH2:8][S:7]1.[C:42]([O:45][C@H:46]([CH3:66])[CH2:47][CH2:48][CH2:49][CH2:50][N:51]1[C:60](=[O:61])[C:59]2[N:58]([CH3:62])[CH:57]=[N:56][C:55]=2[N:54]([CH2:63][CH2:64][NH2:65])[C:52]1=[O:53])(=[O:44])[CH3:43], predict the reactants needed to synthesize it. The reactants are: [C:1](NCCCCCCN1C2N=CN(C)C=2C(=O)N(CCCC[C@H](O)C)C1=O)(=[O:15])[CH2:2][CH2:3][CH2:4][CH2:5][C@H:6]1[C@@H:14]2[C@@H:9]([NH:10][C:11]([NH:13]2)=[O:12])[CH2:8][S:7]1.[C:42]([O:45][C@H:46]([CH3:66])[CH2:47][CH2:48][CH2:49][CH2:50][N:51]1[C:60](=[O:61])[C:59]2[N:58]([CH3:62])[CH:57]=[N:56][C:55]=2[N:54]([CH2:63][CH2:64][NH2:65])[C:52]1=[O:53])(=[O:44])[CH3:43].